From a dataset of Catalyst prediction with 721,799 reactions and 888 catalyst types from USPTO. Predict which catalyst facilitates the given reaction. (1) Reactant: [N:1]12[CH2:8][CH2:7][C:4]([C:9]([C:17]3[CH:22]=[CH:21][CH:20]=[CH:19][CH:18]=3)([C:11]3[CH:16]=[CH:15][CH:14]=[CH:13][CH:12]=3)[OH:10])([CH2:5][CH2:6]1)[CH2:3][CH2:2]2.[Br:23][CH2:24][CH:25]1[O:29][CH2:28][CH2:27][O:26]1. Product: [Br-:23].[O:26]1[CH2:27][CH2:28][O:29][CH:25]1[CH2:24][N+:1]12[CH2:6][CH2:5][C:4]([C:9]([OH:10])([C:17]3[CH:22]=[CH:21][CH:20]=[CH:19][CH:18]=3)[C:11]3[CH:12]=[CH:13][CH:14]=[CH:15][CH:16]=3)([CH2:3][CH2:2]1)[CH2:7][CH2:8]2. The catalyst class is: 23. (2) Reactant: [C@H:1]1([OH:7])[CH:5]=[CH:4][C@@H:3]([OH:6])[CH2:2]1.[H-].[Na+].[C:10]([O:14][C:15](=[O:18])[CH2:16]Br)([CH3:13])([CH3:12])[CH3:11]. Product: [C:10]([O:14][C:15](=[O:18])[CH2:16][O:6][CH:3]1[CH2:2][CH:1]([OH:7])[CH:5]=[CH:4]1)([CH3:13])([CH3:12])[CH3:11]. The catalyst class is: 198. (3) Reactant: [NH:1]1[CH2:4][CH:3]([C:5]([OH:7])=[O:6])[CH2:2]1.C([O-])(O)=O.[Na+].[CH2:13]([O:20][C:21](Cl)=[O:22])[C:14]1[CH:19]=[CH:18][CH:17]=[CH:16][CH:15]=1. Product: [CH2:13]([O:20][C:21]([N:1]1[CH2:4][CH:3]([C:5]([OH:7])=[O:6])[CH2:2]1)=[O:22])[C:14]1[CH:19]=[CH:18][CH:17]=[CH:16][CH:15]=1. The catalyst class is: 30. (4) Reactant: C(OC([N:8]1[C:16]2[C:11](=[CH:12][C:13]([NH:17][S:18]([C:21]3[CH:26]=[CH:25][C:24]([Cl:27])=[C:23]([Cl:28])[CH:22]=3)(=[O:20])=[O:19])=[CH:14][CH:15]=2)[C:10]([CH3:29])=[N:9]1)=O)(C)(C)C.I[Si](C)(C)C. Product: [Cl:28][C:23]1[CH:22]=[C:21]([S:18]([NH:17][C:13]2[CH:12]=[C:11]3[C:16](=[CH:15][CH:14]=2)[NH:8][N:9]=[C:10]3[CH3:29])(=[O:19])=[O:20])[CH:26]=[CH:25][C:24]=1[Cl:27]. The catalyst class is: 22. (5) Reactant: C([N:3](CC)CC)C.[Br:8][C:9]1[CH:10]=[CH:11][C:12]([F:35])=[C:13]([C:15]2[N:24]=[C:23]([NH:25][C:26]3[C:31]([C:32]([OH:34])=O)=[CH:30][N:29]=[CH:28][CH:27]=3)[C:22]3[C:17](=[N:18][CH:19]=[CH:20][N:21]=3)[N:16]=2)[CH:14]=1.C1CN([P+](ON2N=NC3C=CC=CC2=3)(N2CCCC2)N2CCCC2)CC1.F[P-](F)(F)(F)(F)F.N[CH:70]([CH3:78])[CH2:71][N:72]1[CH2:76][CH2:75][CH2:74][C:73]1=[O:77]. Product: [Br:8][C:9]1[CH:10]=[CH:11][C:12]([F:35])=[C:13]([C:15]2[N:24]=[C:23]([NH:25][C:26]3[C:31]([C:32]([NH:3][CH2:78][CH2:70][CH2:71][N:72]4[CH2:76][CH2:75][CH2:74][C:73]4=[O:77])=[O:34])=[CH:30][N:29]=[CH:28][CH:27]=3)[C:22]3[C:17](=[N:18][CH:19]=[CH:20][N:21]=3)[N:16]=2)[CH:14]=1. The catalyst class is: 2. (6) Reactant: [C:1]([O:5][C:6]([N:8]1[CH2:12][CH2:11][CH2:10][C@H:9]1[C@H:13]([O:19][CH3:20])[C@@H:14]([CH3:18])[C:15]([OH:17])=O)=[O:7])([CH3:4])([CH3:3])[CH3:2].[F:21][C:22]1[CH:27]=[CH:26][CH:25]=[C:24]([F:28])[C:23]=1[CH2:29][CH2:30][NH2:31].F[P-](F)(F)(F)(F)F.N1(O[P+](N(C)C)(N(C)C)N(C)C)C2C=CC=CC=2N=N1.C(N(C(C)C)CC)(C)C. Product: [F:21][C:22]1[CH:27]=[CH:26][CH:25]=[C:24]([F:28])[C:23]=1[CH2:29][CH2:30][NH:31][C:15](=[O:17])[C@H:14]([CH3:18])[C@H:13]([C@H:9]1[CH2:10][CH2:11][CH2:12][N:8]1[C:6]([O:5][C:1]([CH3:2])([CH3:3])[CH3:4])=[O:7])[O:19][CH3:20]. The catalyst class is: 9. (7) Reactant: [C:1]([C:3]1[CH:4]=[CH:5][C:6]2[O:11][CH:10]([C:12]([NH:14][C:15]3[CH:20]=[C:19]([O:21]C(OC)=O)[C:18]([CH:26]4[CH2:30][CH2:29][CH2:28][CH2:27]4)=[CH:17][C:16]=3[CH:31]3[CH2:36][CH2:35][N:34]([C:37](OC(C)(C)C)=O)[CH2:33][CH2:32]3)=[O:13])[CH2:9][NH:8][C:7]=2[CH:44]=1)#[N:2].C(O)(C(F)(F)F)=O.C=O.C(O)(=O)C.C(O[BH-](OC(=O)C)OC(=O)C)(=O)C.[Na+].C([O-])(O)=O.[Na+].[OH-].[K+].Cl. Product: [C:1]([C:3]1[CH:4]=[CH:5][C:6]2[O:11][CH:10]([C:12]([NH:14][C:15]3[CH:20]=[C:19]([OH:21])[C:18]([CH:26]4[CH2:27][CH2:28][CH2:29][CH2:30]4)=[CH:17][C:16]=3[CH:31]3[CH2:36][CH2:35][N:34]([CH3:37])[CH2:33][CH2:32]3)=[O:13])[CH2:9][NH:8][C:7]=2[CH:44]=1)#[N:2]. The catalyst class is: 4. (8) Reactant: [CH3:1][C:2]1[N:7]=[C:6]([C:8]2[NH:12][C:11]([CH2:13][C:14]3[CH:15]=[C:16]([CH:21]=[CH:22][CH:23]=3)[C:17]([O:19]C)=O)=[N:10][C:9]=2[C:24]2[CH:25]=[C:26]3[C:31](=[CH:32][CH:33]=2)[N:30]=[CH:29][CH:28]=[CH:27]3)[CH:5]=[CH:4][CH:3]=1.Cl.C(Cl)Cl.[NH2:38][OH:39]. Product: [OH:39][NH:38][C:17](=[O:19])[C:16]1[CH:21]=[CH:22][CH:23]=[C:14]([CH2:13][C:11]2[NH:12][C:8]([C:6]3[CH:5]=[CH:4][CH:3]=[C:2]([CH3:1])[N:7]=3)=[C:9]([C:24]3[CH:25]=[C:26]4[C:31](=[CH:32][CH:33]=3)[N:30]=[CH:29][CH:28]=[CH:27]4)[N:10]=2)[CH:15]=1. The catalyst class is: 5.